From a dataset of Forward reaction prediction with 1.9M reactions from USPTO patents (1976-2016). Predict the product of the given reaction. (1) The product is: [C:19]([O:18][C:16]([NH:15][CH:9]1[C:8]2[C:13](=[CH:14][C:5]([C:3]([OH:4])=[O:2])=[C:6]([Cl:23])[CH:7]=2)[S:12][CH2:11][CH2:10]1)=[O:17])([CH3:22])([CH3:20])[CH3:21]. Given the reactants C[O:2][C:3]([C:5]1[CH:14]=[C:13]2[C:8]([CH:9]([NH:15][C:16]([O:18][C:19]([CH3:22])([CH3:21])[CH3:20])=[O:17])[CH2:10][CH2:11][S:12]2)=[CH:7][C:6]=1[Cl:23])=[O:4].C(=O)([O-])[O-].[K+].[K+], predict the reaction product. (2) Given the reactants [F:1][C:2]1[S:6][CH:5]=[C:4]([CH2:7][OH:8])[CH:3]=1.[CH:9]1([C:12]2[N:16]([CH3:17])[C:15]3[CH:18]=[C:19]([N:22]4[CH:27]=[CH:26][C:25]([OH:28])=[CH:24][C:23]4=[O:29])[CH:20]=[CH:21][C:14]=3[N:13]=2)[CH2:11][CH2:10]1.[CH2:39](P([CH2:39][CH2:40][CH2:41][CH3:42])[CH2:39][CH2:40][CH2:41][CH3:42])[CH2:40][CH2:41][CH3:42].N(C(N1CCCCC1)=O)=NC(N1CCCCC1)=O, predict the reaction product. The product is: [CH:9]1([C:12]2[N:16]([CH3:17])[C:15]3[CH:18]=[C:19]([N:22]4[CH:27]=[CH:26][C:25]([O:8][CH2:7][C:4]5[CH:3]=[C:2]([F:1])[S:6][CH:5]=5)=[CH:24][C:23]4=[O:29])[CH:20]=[CH:21][C:14]=3[N:13]=2)[CH2:10][CH2:11]1.[CH:9]1([C:12]2[N:16]([CH3:17])[C:15]3[CH:18]=[C:19]([N:22]4[CH:27]=[CH:26][C:25]([O:28][CH2:42][C:41]5[CH:40]=[CH:39][S:6][C:2]=5[F:1])=[CH:24][C:23]4=[O:29])[CH:20]=[CH:21][C:14]=3[N:13]=2)[CH2:10][CH2:11]1. (3) Given the reactants [CH3:1][O:2][C:3]1[N:8]=[CH:7][C:6]([N:9]2[C:18]3[C:13](=[CH:14][CH:15]=[CH:16][N:17]=3)[CH:12]=[C:11]([C:19]([O:21]CC)=[O:20])[C:10]2=[O:24])=[CH:5][CH:4]=1.C(=O)([O-])[O-].[K+].[K+].O, predict the reaction product. The product is: [CH3:1][O:2][C:3]1[N:8]=[CH:7][C:6]([N:9]2[C:18]3[C:13](=[CH:14][CH:15]=[CH:16][N:17]=3)[CH:12]=[C:11]([C:19]([OH:21])=[O:20])[C:10]2=[O:24])=[CH:5][CH:4]=1. (4) Given the reactants [N+:1]([C:4]1[CH:9]=[CH:8][C:7]([C:10]([N:12]=[C:13]=[S:14])=[O:11])=[CH:6][CH:5]=1)([O-:3])=[O:2].[CH3:15][O:16][C:17]1[CH:18]=[C:19]2[C:24](=[CH:25][C:26]=1[O:27][CH3:28])[N:23]=[CH:22][CH:21]=[C:20]2[O:29][C:30]1[CH:36]=[CH:35][C:33]([NH2:34])=[CH:32][C:31]=1[CH3:37].C1(C)C=CC=CC=1, predict the reaction product. The product is: [CH3:15][O:16][C:17]1[CH:18]=[C:19]2[C:24](=[CH:25][C:26]=1[O:27][CH3:28])[N:23]=[CH:22][CH:21]=[C:20]2[O:29][C:30]1[CH:36]=[CH:35][C:33]([NH:34][C:13]([NH:12][C:10](=[O:11])[C:7]2[CH:6]=[CH:5][C:4]([N+:1]([O-:3])=[O:2])=[CH:9][CH:8]=2)=[S:14])=[CH:32][C:31]=1[CH3:37]. (5) The product is: [C:23]([C:20]([C:17]([O:27][CH:28]([C:30]([O-:32])=[O:31])[F:29])([F:18])[F:19])([F:22])[F:21])([F:26])([F:25])[F:24].[NH4+:34]. Given the reactants C(F)(OC(F)(F)C(F)(F)C(F)(F)F)=C(F)F.[C:17]([O:27][CH:28]([C:30]([O:32]C)=[O:31])[F:29])([C:20]([C:23]([F:26])([F:25])[F:24])([F:22])[F:21])([F:19])[F:18].[NH3:34], predict the reaction product. (6) The product is: [Cl:1][C:2]1[CH:3]=[C:4]([N:8]2[C:12]([C:13]3[CH:18]=[CH:17][CH:16]=[C:15]([F:19])[C:14]=3[F:20])=[CH:11][C:10]([C:21]([OH:23])=[O:22])=[N:9]2)[CH:5]=[CH:6][CH:7]=1. Given the reactants [Cl:1][C:2]1[CH:3]=[C:4]([N:8]2[C:12]([C:13]3[CH:18]=[CH:17][CH:16]=[C:15]([F:19])[C:14]=3[F:20])=[CH:11][C:10]([C:21]([O:23]CC)=[O:22])=[N:9]2)[CH:5]=[CH:6][CH:7]=1.[OH-].[K+].Cl, predict the reaction product.